Dataset: NCI-60 drug combinations with 297,098 pairs across 59 cell lines. Task: Regression. Given two drug SMILES strings and cell line genomic features, predict the synergy score measuring deviation from expected non-interaction effect. (1) Drug 1: C1=NC2=C(N=C(N=C2N1C3C(C(C(O3)CO)O)O)F)N. Drug 2: CC(C)CN1C=NC2=C1C3=CC=CC=C3N=C2N. Cell line: T-47D. Synergy scores: CSS=9.82, Synergy_ZIP=-6.81, Synergy_Bliss=-5.13, Synergy_Loewe=-3.35, Synergy_HSA=-3.26. (2) Drug 1: C1=C(C(=O)NC(=O)N1)F. Drug 2: CCC1(CC2CC(C3=C(CCN(C2)C1)C4=CC=CC=C4N3)(C5=C(C=C6C(=C5)C78CCN9C7C(C=CC9)(C(C(C8N6C)(C(=O)OC)O)OC(=O)C)CC)OC)C(=O)OC)O.OS(=O)(=O)O. Cell line: OVCAR3. Synergy scores: CSS=84.3, Synergy_ZIP=-3.19, Synergy_Bliss=-3.96, Synergy_Loewe=-2.04, Synergy_HSA=1.28. (3) Drug 2: CC(C)CN1C=NC2=C1C3=CC=CC=C3N=C2N. Drug 1: CN1CCC(CC1)COC2=C(C=C3C(=C2)N=CN=C3NC4=C(C=C(C=C4)Br)F)OC. Synergy scores: CSS=5.84, Synergy_ZIP=-4.61, Synergy_Bliss=-6.77, Synergy_Loewe=-14.0, Synergy_HSA=-7.84. Cell line: A549. (4) Drug 1: CN1CCC(CC1)COC2=C(C=C3C(=C2)N=CN=C3NC4=C(C=C(C=C4)Br)F)OC. Drug 2: CC1=C2C(C(=O)C3(C(CC4C(C3C(C(C2(C)C)(CC1OC(=O)C(C(C5=CC=CC=C5)NC(=O)OC(C)(C)C)O)O)OC(=O)C6=CC=CC=C6)(CO4)OC(=O)C)O)C)O. Cell line: RXF 393. Synergy scores: CSS=48.4, Synergy_ZIP=8.56, Synergy_Bliss=8.41, Synergy_Loewe=7.19, Synergy_HSA=10.6. (5) Drug 1: C1=CC(=CC=C1CCCC(=O)O)N(CCCl)CCCl. Drug 2: CN(C(=O)NC(C=O)C(C(C(CO)O)O)O)N=O. Cell line: HCT-15. Synergy scores: CSS=1.45, Synergy_ZIP=-7.06, Synergy_Bliss=-6.24, Synergy_Loewe=-21.5, Synergy_HSA=-5.97.